From a dataset of Forward reaction prediction with 1.9M reactions from USPTO patents (1976-2016). Predict the product of the given reaction. (1) Given the reactants B.[F:2][CH:3]([F:16])[O:4][C:5]1[CH:6]=[C:7]([CH2:11][CH2:12][C:13](O)=[O:14])[CH:8]=[CH:9][CH:10]=1, predict the reaction product. The product is: [F:2][CH:3]([F:16])[O:4][C:5]1[CH:6]=[C:7]([CH2:11][CH2:12][CH2:13][OH:14])[CH:8]=[CH:9][CH:10]=1. (2) Given the reactants ON1C(=O)CCC1=O.[CH3:9][O:10][CH:11]=[CH:12][C:13]([OH:15])=O.Cl.[Br:17][C:18]1[CH:23]=[CH:22][C:21]([NH:24][NH2:25])=[CH:20][CH:19]=1.[OH-].[Na+].O1CCOCC1, predict the reaction product. The product is: [Br:17][C:18]1[CH:23]=[CH:22][C:21]([NH:24][NH:25][C:13](=[O:15])[CH:12]=[CH:11][O:10][CH3:9])=[CH:20][CH:19]=1. (3) Given the reactants [C:1]([C:3]1[CH:8]=[CH:7][C:6]([CH:9]([CH3:13])[C:10]([OH:12])=O)=[CH:5][C:4]=1[O:14][CH3:15])#[N:2].[C:16]1([CH3:34])[CH:21]=[CH:20][CH:19]=[C:18]([C:22]2[C:27]([CH2:28][NH2:29])=[CH:26][CH:25]=[C:24]([C:30]([F:33])([F:32])[F:31])[N:23]=2)[CH:17]=1.CN(C)CCCN=C=NCC.ON1C2C=CC=CC=2N=N1.C(N(CC)CC)C, predict the reaction product. The product is: [C:1]([C:3]1[CH:8]=[CH:7][C:6]([CH:9]([CH3:13])[C:10]([NH:29][CH2:28][C:27]2[C:22]([C:18]3[CH:17]=[C:16]([CH3:34])[CH:21]=[CH:20][CH:19]=3)=[N:23][C:24]([C:30]([F:33])([F:31])[F:32])=[CH:25][CH:26]=2)=[O:12])=[CH:5][C:4]=1[O:14][CH3:15])#[N:2]. (4) Given the reactants [CH:1](NC(C)C)(C)C.[Li]CCCC.CCCCCC.[F:19][C:20]1[CH:21]=[CH:22][C:23]([O:29][CH3:30])=[C:24]([CH:28]=1)[C:25]([OH:27])=[O:26].CI, predict the reaction product. The product is: [F:19][C:20]1[C:28]([CH3:1])=[C:24]([C:23]([O:29][CH3:30])=[CH:22][CH:21]=1)[C:25]([OH:27])=[O:26]. (5) Given the reactants [NH2:1][C:2]1[CH:7]=[CH:6][C:5]([N:8]2[CH2:12][CH2:11][C@H:10]([NH:13][C:14](=[O:20])[O:15][C:16]([CH3:19])([CH3:18])[CH3:17])[C:9]2=[O:21])=[C:4]([F:22])[CH:3]=1.[CH3:23][C:24]([CH3:26])=O.[BH4-].[Na+], predict the reaction product. The product is: [F:22][C:4]1[CH:3]=[C:2]([NH:1][CH:24]([CH3:26])[CH3:23])[CH:7]=[CH:6][C:5]=1[N:8]1[CH2:12][CH2:11][C@H:10]([NH:13][C:14](=[O:20])[O:15][C:16]([CH3:18])([CH3:19])[CH3:17])[C:9]1=[O:21]. (6) Given the reactants [H-].[Al+3].[Li+].[H-].[H-].[H-].[CH2:7]([O:14][C:15]1[CH:22]=[CH:21][C:18]([C:19]#[N:20])=[C:17]([NH:23][CH2:24][CH2:25][CH2:26][O:27][CH3:28])[CH:16]=1)[C:8]1[CH:13]=[CH:12][CH:11]=[CH:10][CH:9]=1, predict the reaction product. The product is: [NH2:20][CH2:19][C:18]1[CH:21]=[CH:22][C:15]([O:14][CH2:7][C:8]2[CH:13]=[CH:12][CH:11]=[CH:10][CH:9]=2)=[CH:16][C:17]=1[NH:23][CH2:24][CH2:25][CH2:26][O:27][CH3:28].